This data is from Catalyst prediction with 721,799 reactions and 888 catalyst types from USPTO. The task is: Predict which catalyst facilitates the given reaction. (1) Reactant: COC(C1[CH:10]=[CH:9][CH:8]=[C:7]([C:11]([F:14])([F:13])[F:12])[N:6]=1)=O.C1COCC1.C[Mg]Cl.Cl.[C:24]([O:28]C)([CH3:27])([CH3:26])[CH3:25]. Product: [F:12][C:11]([F:14])([F:13])[C:7]1[N:6]=[C:25]([C:24]([OH:28])([CH3:27])[CH3:26])[CH:10]=[CH:9][CH:8]=1. The catalyst class is: 6. (2) Reactant: [C:1]([O:5][C:6](=[O:27])[NH:7][C@@H:8]1[C@@H:12]([N:13]2[CH2:18][CH2:17][CH2:16][CH2:15][C:14]2=[O:19])[CH2:11][N:10](CC2C=CC=CC=2)[CH2:9]1)([CH3:4])([CH3:3])[CH3:2]. Product: [C:1]([O:5][C:6](=[O:27])[NH:7][C@@H:8]1[C@@H:12]([N:13]2[CH2:18][CH2:17][CH2:16][CH2:15][C:14]2=[O:19])[CH2:11][NH:10][CH2:9]1)([CH3:4])([CH3:2])[CH3:3]. The catalyst class is: 5. (3) Reactant: [Cl:1][C:2]1[C:3]2[C:10]([CH2:11][CH:12](O)[CH3:13])=[CH:9][N:8]([C@@H:15]3[O:30][C@H:29]([CH2:31][O:32][CH2:33][C:34]4[CH:39]=[CH:38][C:37]([Cl:40])=[CH:36][C:35]=4[Cl:41])[C@@H:18]([O:19][CH2:20][C:21]4[CH:26]=[CH:25][C:24]([Cl:27])=[CH:23][C:22]=4[Cl:28])[C@@:16]3([CH3:42])[OH:17])[C:4]=2[N:5]=[CH:6][N:7]=1.C1(P(C2C=CC=CC=2)C2C=CC=CC=2)C=CC=CC=1.[C:62]1(=[O:72])[NH:66][C:65](=[O:67])[C:64]2=[CH:68][CH:69]=[CH:70][CH:71]=[C:63]12.CCOC(/N=N/C(OCC)=O)=O. Product: [Cl:1][C:2]1[C:3]2[C:10]([CH2:11][CH:12]([N:66]3[C:62](=[O:72])[C:63]4=[CH:71][CH:70]=[CH:69][CH:68]=[C:64]4[C:65]3=[O:67])[CH3:13])=[CH:9][N:8]([C@@H:15]3[O:30][C@H:29]([CH2:31][O:32][CH2:33][C:34]4[CH:39]=[CH:38][C:37]([Cl:40])=[CH:36][C:35]=4[Cl:41])[C@@H:18]([O:19][CH2:20][C:21]4[CH:26]=[CH:25][C:24]([Cl:27])=[CH:23][C:22]=4[Cl:28])[C@@:16]3([CH3:42])[OH:17])[C:4]=2[N:5]=[CH:6][N:7]=1. The catalyst class is: 569. (4) Reactant: [CH3:1][O:2][C:3]1[CH:12]=[CH:11][CH:10]=[C:9]2[C:4]=1[CH2:5][CH2:6][NH:7]/[C:8]/2=[CH:13]\[C:14](=[N:23]/[CH2:24][C:25](OCC)=[O:26])\[C:15]1[CH:20]=[CH:19][CH:18]=[C:17]([O:21][CH3:22])[CH:16]=1.Cl.C(OC(=O)CN)C. Product: [CH3:1][O:2][C:3]1[CH:12]=[CH:11][CH:10]=[C:9]2[C:4]=1[CH2:5][CH2:6][N:7]1[C:25](=[O:26])[CH2:24][N:23]=[C:14]([C:15]3[CH:20]=[CH:19][CH:18]=[C:17]([O:21][CH3:22])[CH:16]=3)[CH:13]=[C:8]12. The catalyst class is: 271. (5) Reactant: [F:1][C:2]1[CH:21]=[CH:20][C:5]([C:6]([NH:8][CH2:9][C:10]([O:12]CC2C=CC=CC=2)=[O:11])=[O:7])=[CH:4][C:3]=1[N+:22]([O-])=O. Product: [NH2:22][C:3]1[CH:4]=[C:5]([CH:20]=[CH:21][C:2]=1[F:1])[C:6]([NH:8][CH2:9][C:10]([OH:12])=[O:11])=[O:7]. The catalyst class is: 99. (6) Product: [CH2:1]([O:3][C:4]([C:6]1[CH:7]=[N:8][N:9]([C:11]2[N:15]([CH2:16][O:17][CH2:18][CH2:19][O:20][CH3:21])[C:14]3[CH:22]=[C:23]([Cl:37])[C:24]([SH:26])=[CH:25][C:13]=3[N:12]=2)[CH:10]=1)=[O:5])[CH3:2]. The catalyst class is: 88. Reactant: [CH2:1]([O:3][C:4]([C:6]1[CH:7]=[N:8][N:9]([C:11]2[N:15]([CH2:16][O:17][CH2:18][CH2:19][O:20][CH3:21])[C:14]3[CH:22]=[C:23]([Cl:37])[C:24]([S:26]SC4C=CC=CC=4[N+]([O-])=O)=[CH:25][C:13]=3[N:12]=2)[CH:10]=1)=[O:5])[CH3:2].[BH4-].[Na+]. (7) Reactant: C([O:4][C:5]1[CH:10]=[CH:9][CH:8]=[CH:7][C:6]=1[C:11](=[O:22])[NH:12][C:13]1[S:14][C:15]([S:18]([CH3:21])(=[O:20])=[O:19])=[CH:16][N:17]=1)(=O)C.Cl. Product: [OH:4][C:5]1[CH:10]=[CH:9][CH:8]=[CH:7][C:6]=1[C:11]([NH:12][C:13]1[S:14][C:15]([S:18]([CH3:21])(=[O:20])=[O:19])=[CH:16][N:17]=1)=[O:22]. The catalyst class is: 1.